From a dataset of NCI-60 drug combinations with 297,098 pairs across 59 cell lines. Regression. Given two drug SMILES strings and cell line genomic features, predict the synergy score measuring deviation from expected non-interaction effect. (1) Drug 1: C1=CC(=CC=C1CCC2=CNC3=C2C(=O)NC(=N3)N)C(=O)NC(CCC(=O)O)C(=O)O. Synergy scores: CSS=41.1, Synergy_ZIP=-11.6, Synergy_Bliss=-14.7, Synergy_Loewe=-10.7, Synergy_HSA=-8.46. Cell line: PC-3. Drug 2: C1=CN(C(=O)N=C1N)C2C(C(C(O2)CO)O)O.Cl. (2) Drug 1: C1=NC2=C(N1)C(=S)N=CN2. Drug 2: CC(C)NC(=O)C1=CC=C(C=C1)CNNC.Cl. Cell line: UO-31. Synergy scores: CSS=26.1, Synergy_ZIP=-6.25, Synergy_Bliss=1.63, Synergy_Loewe=-0.445, Synergy_HSA=-0.357. (3) Drug 1: C1=CC(=CC=C1CCCC(=O)O)N(CCCl)CCCl. Drug 2: CC(C)(C#N)C1=CC(=CC(=C1)CN2C=NC=N2)C(C)(C)C#N. Cell line: CCRF-CEM. Synergy scores: CSS=36.6, Synergy_ZIP=-5.08, Synergy_Bliss=-14.3, Synergy_Loewe=-13.3, Synergy_HSA=-13.0. (4) Drug 1: CN(CCCl)CCCl.Cl. Drug 2: C1CNP(=O)(OC1)N(CCCl)CCCl. Cell line: MDA-MB-435. Synergy scores: CSS=3.74, Synergy_ZIP=-2.49, Synergy_Bliss=-1.73, Synergy_Loewe=-0.369, Synergy_HSA=-0.441. (5) Drug 1: C1CCC(C1)C(CC#N)N2C=C(C=N2)C3=C4C=CNC4=NC=N3. Drug 2: C1C(C(OC1N2C=NC3=C2NC=NCC3O)CO)O. Cell line: LOX IMVI. Synergy scores: CSS=4.16, Synergy_ZIP=-4.89, Synergy_Bliss=-5.44, Synergy_Loewe=-1.02, Synergy_HSA=-1.07.